Dataset: Catalyst prediction with 721,799 reactions and 888 catalyst types from USPTO. Task: Predict which catalyst facilitates the given reaction. (1) Reactant: [CH3:1][O:2][C:3]1[CH:8]=[C:7]([CH3:9])[C:6]([S:10]([N:13]([CH2:15][C:16]2[O:20][CH:19]=[C:18]([C:21](O)=[O:22])[CH:17]=2)[CH3:14])(=[O:12])=[O:11])=[C:5]([CH3:24])[CH:4]=1.CCN=C=NCCCN(C)C.C1C=CC2N(O)N=NC=2C=1.CCN(C(C)C)C(C)C.Cl.Cl.[CH3:57][NH:58][CH2:59][C:60]1[CH:75]=[CH:74][C:63]([CH2:64][N:65]2[CH2:69][CH2:68][CH:67]([NH:70][C:71](=[O:73])[CH3:72])[CH2:66]2)=[CH:62][CH:61]=1. Product: [C:71]([NH:70][CH:67]1[CH2:68][CH2:69][N:65]([CH2:64][C:63]2[CH:62]=[CH:61][C:60]([CH2:59][N:58]([CH3:57])[C:21]([C:18]3[CH:17]=[C:16]([CH2:15][N:13]([S:10]([C:6]4[C:5]([CH3:24])=[CH:4][C:3]([O:2][CH3:1])=[CH:8][C:7]=4[CH3:9])(=[O:11])=[O:12])[CH3:14])[O:20][CH:19]=3)=[O:22])=[CH:75][CH:74]=2)[CH2:66]1)(=[O:73])[CH3:72]. The catalyst class is: 2. (2) The catalyst class is: 31. Reactant: [CH:1]([C:4]1[CH:5]=[C:6]([Mg]Br)[CH:7]=[CH:8][CH:9]=1)([CH3:3])[CH3:2].C(C(=C1CCN(C(OC(C)(C)C)=O)CC1)C(OCC)=O)#N.[OH:33][CH2:34][C:35]([CH3:40])([CH3:39])[C:36](O)=[O:37].CCN(C(C)C)C(C)C.CN(C(ON1N=NC2C=CC=NC1=2)=[N+](C)C)C.F[P-](F)(F)(F)(F)F.Cl.C(C1C=C([C:84]2([CH2:90][CH2:91][N:92]3[CH:97]4[CH2:98][CH2:99][CH:93]3[CH2:94][CH:95]([N:100]3[C:104]5[CH:105]=[CH:106][CH:107]=[CH:108][C:103]=5[N:102]=[C:101]3[CH3:109])[CH2:96]4)[CH2:89][CH2:88][NH:87][CH2:86][CH2:85]2)C=CC=1)(C)C. Product: [CH:1]([C:4]1[CH:5]=[C:6]([C:84]2([CH2:90][CH2:91][N:92]3[CH:97]4[CH2:98][CH2:99][CH:93]3[CH2:94][CH:95]([N:100]3[C:104]5[CH:105]=[CH:106][CH:107]=[CH:108][C:103]=5[N:102]=[C:101]3[CH3:109])[CH2:96]4)[CH2:89][CH2:88][N:87]([C:36](=[O:37])[C:35]([CH3:40])([CH3:39])[CH2:34][OH:33])[CH2:86][CH2:85]2)[CH:7]=[CH:8][CH:9]=1)([CH3:3])[CH3:2]. (3) Reactant: [NH2:1][C@H:2]1[CH2:7][CH2:6][C@H:5]([NH:8][C:9]2[CH:10]=[C:11]([N:26](CC3C=CC(OC)=CC=3)[C:27]3[CH:32]=[CH:31][CH:30]=[CH:29][CH:28]=3)[C:12]3[N:13]([C:15]([CH:18]=[CH:19][C:20]4[CH:25]=[CH:24][N:23]=[CH:22][CH:21]=4)=[CH:16][N:17]=3)[N:14]=2)[CH2:4][CH2:3]1.C(O)(C(F)(F)F)=O. Product: [NH2:1][CH:2]1[CH2:3][CH2:4][CH:5]([NH:8][C:9]2[CH:10]=[C:11]([NH:26][C:27]3[CH:32]=[CH:31][CH:30]=[CH:29][CH:28]=3)[C:12]3[N:13]([C:15](/[CH:18]=[CH:19]/[C:20]4[CH:25]=[CH:24][N:23]=[CH:22][CH:21]=4)=[CH:16][N:17]=3)[N:14]=2)[CH2:6][CH2:7]1. The catalyst class is: 4. (4) Reactant: [C:1]([O:5][C:6](=[O:20])[NH:7][CH:8]1[CH2:17][CH2:16][C:15]2[C:10](=[CH:11][CH:12]=[C:13]([CH:18]=O)[CH:14]=2)[CH2:9]1)([CH3:4])([CH3:3])[CH3:2].[NH:21]1[CH2:26][CH2:25][CH2:24][CH2:23][CH2:22]1.[BH-](OC(C)=O)(OC(C)=O)OC(C)=O.[Na+]. Product: [C:1]([O:5][C:6](=[O:20])[NH:7][CH:8]1[CH2:17][CH2:16][C:15]2[C:10](=[CH:11][CH:12]=[C:13]([CH2:18][N:21]3[CH2:26][CH2:25][CH2:24][CH2:23][CH2:22]3)[CH:14]=2)[CH2:9]1)([CH3:4])([CH3:3])[CH3:2]. The catalyst class is: 80. (5) Reactant: Cl.[NH2:2][OH:3].C(N(C(C)C)CC)(C)C.[C:13]1([P:19](Cl)([C:21]2[CH:26]=[CH:25][CH:24]=[CH:23][CH:22]=2)=[O:20])[CH:18]=[CH:17][CH:16]=[CH:15][CH:14]=1. Product: [NH2:2][O:3][P:19](=[O:20])([C:21]1[CH:22]=[CH:23][CH:24]=[CH:25][CH:26]=1)[C:13]1[CH:18]=[CH:17][CH:16]=[CH:15][CH:14]=1. The catalyst class is: 4.